Dataset: Reaction yield outcomes from USPTO patents with 853,638 reactions. Task: Predict the reaction yield, written as a fraction of the theoretical maximum amount of product (1.0 means a 100% yield; for example, 0.34 means a 34% yield). (1) The reactants are IC1C=CC([C:8]2[CH:13]=[CH:12][CH:11]=[CH:10][C:9]=2[N:14](C(=O)C)[C:15]2[CH:20]=[CH:19][CH:18]=[CH:17][CH:16]=2)=CC=1.C(=O)([O-])[O-].[K+].[K+].[CH3:30][CH2:31][CH2:32][CH2:33][CH2:34][CH2:35][CH2:36][CH2:37][CH2:38][CH2:39][CH2:40][CH3:41].[OH-].[K+]. The catalyst is C(O)CC(C)C.[Cu].O. The product is [C:36]1([C:35]2[CH:30]=[CH:31][CH:32]=[CH:33][CH:34]=2)[CH:41]=[CH:40][C:39]([N:14]([C:9]2[CH:8]=[CH:13][CH:12]=[CH:11][CH:10]=2)[C:15]2[CH:16]=[CH:17][C:18]([C:18]3[CH:19]=[CH:20][C:15]([NH:14][C:9]4[CH:10]=[CH:11][CH:12]=[CH:13][CH:8]=4)=[CH:16][CH:17]=3)=[CH:19][CH:20]=2)=[CH:38][CH:37]=1. The yield is 0.778. (2) The reactants are [NH2:1][CH2:2][CH2:3][C:4]([OH:6])=[O:5].[OH-].[Na+].[C:9](Cl)(=[O:18])[C:10]1[CH:15]=[CH:14][CH:13]=[C:12]([O:16][CH3:17])[CH:11]=1.Cl. The catalyst is O. The product is [C:9]([NH:1][CH2:2][CH2:3][C:4]([OH:6])=[O:5])(=[O:18])[C:10]1[CH:15]=[CH:14][CH:13]=[C:12]([O:16][CH3:17])[CH:11]=1. The yield is 0.810.